This data is from Catalyst prediction with 721,799 reactions and 888 catalyst types from USPTO. The task is: Predict which catalyst facilitates the given reaction. Reactant: [CH3:1][C:2]1[C:10]([S:11]([CH3:14])(=[O:13])=[O:12])=[C:9]([S:15]([CH3:18])(=[O:17])=[O:16])[CH:8]=[CH:7][C:3]=1[C:4](O)=[O:5].S(Cl)([Cl:21])=O. Product: [CH3:1][C:2]1[C:10]([S:11]([CH3:14])(=[O:13])=[O:12])=[C:9]([S:15]([CH3:18])(=[O:17])=[O:16])[CH:8]=[CH:7][C:3]=1[C:4]([Cl:21])=[O:5]. The catalyst class is: 885.